This data is from Forward reaction prediction with 1.9M reactions from USPTO patents (1976-2016). The task is: Predict the product of the given reaction. (1) Given the reactants [Br:1][C:2]1[CH:10]=[CH:9][C:5]([C:6](Cl)=[O:7])=[CH:4][CH:3]=1.Cl.[CH3:12][NH:13][O:14][CH3:15].C(N(CC)CC)C.O, predict the reaction product. The product is: [Br:1][C:2]1[CH:10]=[CH:9][C:5]([C:6]([N:13]([O:14][CH3:15])[CH3:12])=[O:7])=[CH:4][CH:3]=1. (2) Given the reactants [C:1](=[O:4])([O-])[O-:2].[Na+].[Na+].Cl.[NH2:8][C@@H:9]1[CH2:14][CH2:13][CH2:12][CH2:11][C@H:10]1[CH2:15][OH:16], predict the reaction product. The product is: [C:10]([O:2][C:1](=[O:4])[NH:8][C@@H:9]1[CH2:14][CH2:13][CH2:12][CH2:11][C@H:10]1[CH2:15][OH:16])([CH3:15])([CH3:11])[CH3:9].